Task: Predict which catalyst facilitates the given reaction.. Dataset: Catalyst prediction with 721,799 reactions and 888 catalyst types from USPTO (1) Reactant: [Cl:1][C:2]([Cl:11])([Cl:10])[C:3](=O)/[CH:4]=[C:5](/OC)\[CH3:6].[C:12]1([NH:18][NH2:19])[CH:17]=[CH:16][CH:15]=[CH:14][CH:13]=1. Product: [CH3:6][C:5]1[CH:4]=[C:3]([C:2]([Cl:11])([Cl:10])[Cl:1])[N:18]([C:12]2[CH:17]=[CH:16][CH:15]=[CH:14][CH:13]=2)[N:19]=1. The catalyst class is: 11. (2) Reactant: CS(O[CH:6]1[CH2:15][CH2:14][C:9]2([O:13][CH2:12][CH2:11][O:10]2)[CH2:8][CH2:7]1)(=O)=O.[F:16][C:17]([F:26])([F:25])[C:18]1[CH:19]=[C:20]([SH:24])[CH:21]=[CH:22][CH:23]=1.C([O-])([O-])=O.[K+].[K+]. Product: [F:26][C:17]([F:16])([F:25])[C:18]1[CH:19]=[C:20]([S:24][CH:6]2[CH2:7][CH2:8][C:9]3([O:10][CH2:11][CH2:12][O:13]3)[CH2:14][CH2:15]2)[CH:21]=[CH:22][CH:23]=1. The catalyst class is: 23. (3) Reactant: [Br:1][C:2]1[CH:7]=[C:6]([F:8])[CH:5]=[CH:4][C:3]=1[OH:9].Cl[C:11]([O:13][CH3:14])=[O:12].[OH-].[Na+]. Product: [Br:1][C:2]1[CH:7]=[C:6]([F:8])[CH:5]=[CH:4][C:3]=1[O:9][C:11]([O:13][CH3:14])=[O:12]. The catalyst class is: 6.